Dataset: Reaction yield outcomes from USPTO patents with 853,638 reactions. Task: Predict the reaction yield, written as a fraction of the theoretical maximum amount of product (1.0 means a 100% yield; for example, 0.34 means a 34% yield). (1) The reactants are C([O:3][CH:4](OCC)[C:5]1[C:6]2[N:7]([C:11]([C:15]3[N:19]4[N:20]=[C:21]([CH3:29])[CH:22]=[C:23]([CH:24]([CH2:27][CH3:28])[CH2:25][CH3:26])[C:18]4=[N:17][C:16]=3[CH3:30])=[C:12]([CH3:14])[N:13]=2)[CH:8]=[CH:9][CH:10]=1)C.Cl. The catalyst is CC(C)=O. The product is [CH2:25]([CH:24]([C:23]1[C:18]2[N:19]([C:15]([C:11]3[N:7]4[CH:8]=[CH:9][CH:10]=[C:5]([CH:4]=[O:3])[C:6]4=[N:13][C:12]=3[CH3:14])=[C:16]([CH3:30])[N:17]=2)[N:20]=[C:21]([CH3:29])[CH:22]=1)[CH2:27][CH3:28])[CH3:26]. The yield is 0.710. (2) The reactants are [Cl:1][C:2]1[C:7]([C:8]2[N:9]=[C:10]([N:20]3[CH2:25][CH2:24][O:23][CH2:22][CH2:21]3)[S:11][C:12]=2[C:13]2[CH:18]=[CH:17][N:16]=[C:15](Cl)[N:14]=2)=[CH:6][CH:5]=[CH:4][C:3]=1[NH:26][S:27]([C:30]1[C:35]([F:36])=[CH:34][CH:33]=[CH:32][C:31]=1[F:37])(=[O:29])=[O:28].C([O-])=O.[NH4+]. The catalyst is CCOC(C)=O.CO.[OH-].[OH-].[Pd+2]. The product is [Cl:1][C:2]1[C:7]([C:8]2[N:9]=[C:10]([N:20]3[CH2:21][CH2:22][O:23][CH2:24][CH2:25]3)[S:11][C:12]=2[C:13]2[CH:18]=[CH:17][N:16]=[CH:15][N:14]=2)=[CH:6][CH:5]=[CH:4][C:3]=1[NH:26][S:27]([C:30]1[C:35]([F:36])=[CH:34][CH:33]=[CH:32][C:31]=1[F:37])(=[O:29])=[O:28]. The yield is 0.297. (3) The reactants are [NH2:1][C:2]1[C:3]([O:13][CH3:14])=[CH:4][C:5]([Cl:12])=[C:6]([CH:11]=1)[C:7]([O:9]C)=[O:8].[OH-].[K+:16].O. The catalyst is C(O)C. The product is [NH2:1][C:2]1[C:3]([O:13][CH3:14])=[CH:4][C:5]([Cl:12])=[C:6]([CH:11]=1)[C:7]([O-:9])=[O:8].[K+:16]. The yield is 1.00. (4) The reactants are Br[C:2]1[CH:7]=[CH:6][C:5]([C:8]([CH3:15])([CH3:14])[CH2:9][CH2:10][CH:11]([CH3:13])[CH3:12])=[CH:4][CH:3]=1.C([Li])CCC.CCCCCC.CN(C)[CH:29]=[O:30]. No catalyst specified. The product is [CH3:14][C:8]([C:5]1[CH:6]=[CH:7][C:2]([CH:29]=[O:30])=[CH:3][CH:4]=1)([CH3:15])[CH2:9][CH2:10][CH:11]([CH3:13])[CH3:12]. The yield is 0.780.